Dataset: Peptide-MHC class II binding affinity with 134,281 pairs from IEDB. Task: Regression. Given a peptide amino acid sequence and an MHC pseudo amino acid sequence, predict their binding affinity value. This is MHC class II binding data. The peptide sequence is LIKCDERGKMIPSDLERRIL. The MHC is HLA-DQA10301-DQB10302 with pseudo-sequence HLA-DQA10301-DQB10302. The binding affinity (normalized) is 0.